From a dataset of Catalyst prediction with 721,799 reactions and 888 catalyst types from USPTO. Predict which catalyst facilitates the given reaction. (1) Reactant: [CH:1]([N:4]1[C:12]2[C:7](=[CH:8][CH:9]=[C:10]([N+:13]([O-:15])=[O:14])[CH:11]=2)[C:6]([C:16]([OH:18])=O)=[CH:5]1)([CH3:3])[CH3:2].F[P-](F)(F)(F)(F)F.N1(O[P+](N(C)C)(N(C)C)N(C)C)C2C=CC=CC=2N=N1.[NH2:46][C:47]1[S:48][CH:49]=[CH:50][N:51]=1. Product: [S:48]1[CH:49]=[CH:50][N:51]=[C:47]1[NH:46][C:16]([C:6]1[C:7]2[C:12](=[CH:11][C:10]([N+:13]([O-:15])=[O:14])=[CH:9][CH:8]=2)[N:4]([CH:1]([CH3:2])[CH3:3])[CH:5]=1)=[O:18]. The catalyst class is: 2. (2) Reactant: [CH3:1][O:2][C:3](=[O:8])[CH2:4][N:5]=[N+:6]=[N-:7].[Br:9][C:10]1[CH:11]=[C:12]([CH:15]=O)[S:13][CH:14]=1.C[O-].[Na+]. Product: [CH3:1][O:2][C:3](=[O:8])[C:4]([N:5]=[N+:6]=[N-:7])=[CH:15][C:12]1[S:13][CH:14]=[C:10]([Br:9])[CH:11]=1. The catalyst class is: 5. (3) The catalyst class is: 1. Reactant: [Br:1][C:2]1[CH:13]=[CH:12][C:5]([C:6](N(OC)C)=[O:7])=[C:4]([F:14])[CH:3]=1.[CH3:15][Mg]Br.C(OCC)C. Product: [Br:1][C:2]1[CH:13]=[CH:12][C:5]([C:6](=[O:7])[CH3:15])=[C:4]([F:14])[CH:3]=1. (4) Reactant: [CH3:1][N:2]1[C:10]2[C:5](=[CH:6][CH:7]=[C:8]([S:11]([Cl:14])(=[O:13])=[O:12])[CH:9]=2)[CH:4]=[CH:3]1.C1C(=O)N([Br:22])C(=O)C1. Product: [Br:22][C:4]1[C:5]2[C:10](=[CH:9][C:8]([S:11]([Cl:14])(=[O:13])=[O:12])=[CH:7][CH:6]=2)[N:2]([CH3:1])[CH:3]=1. The catalyst class is: 2. (5) Reactant: [CH3:1][C:2]1[NH:3][C:4]2[C:9]([C:10]=1[CH3:11])=[CH:8][C:7]([C:12]([O:14][CH2:15][CH3:16])=[O:13])=[CH:6][CH:5]=2.[H-].[Na+].Br[CH2:20][C:21]1[CH:26]=[CH:25][C:24]([C:27]2[C:28]([C:33]([O:35][C:36]([CH3:39])([CH3:38])[CH3:37])=[O:34])=[CH:29][CH:30]=[CH:31][CH:32]=2)=[CH:23][CH:22]=1. Product: [C:36]([O:35][C:33]([C:28]1[CH:29]=[CH:30][CH:31]=[CH:32][C:27]=1[C:24]1[CH:25]=[CH:26][C:21]([CH2:20][N:3]2[C:4]3[C:9](=[CH:8][C:7]([C:12]([O:14][CH2:15][CH3:16])=[O:13])=[CH:6][CH:5]=3)[C:10]([CH3:11])=[C:2]2[CH3:1])=[CH:22][CH:23]=1)=[O:34])([CH3:39])([CH3:38])[CH3:37]. The catalyst class is: 3. (6) Reactant: C(OC(O[CH2:12][C@H:13]([NH:18][C:19]([O:21][C:22]([CH3:25])([CH3:24])[CH3:23])=[O:20])[C:14]([O:16][CH3:17])=[O:15])=O)C1C=CC=CC=1.C([O-])([O-])=O.[K+].[K+]. Product: [C:22]([O:21][C:19]([NH:18][C:13](=[CH2:12])[C:14]([O:16][CH3:17])=[O:15])=[O:20])([CH3:25])([CH3:24])[CH3:23]. The catalyst class is: 3. (7) Reactant: [Br:1][C:2]1[C:3]([N:19]([CH3:24])[S:20]([CH3:23])(=[O:22])=[O:21])=[CH:4][C:5]2[O:9][C:8]([C:10]([NH:12][NH2:13])=[O:11])=[C:7]([C:14]([NH:16][CH3:17])=[O:15])[C:6]=2[CH:18]=1.CCN=C=NCCCN(C)C.[C:36](O)(=[O:38])[CH3:37]. Product: [C:36]([NH:13][NH:12][C:10]([C:8]1[O:9][C:5]2[CH:4]=[C:3]([N:19]([CH3:24])[S:20]([CH3:23])(=[O:21])=[O:22])[C:2]([Br:1])=[CH:18][C:6]=2[C:7]=1[C:14]([NH:16][CH3:17])=[O:15])=[O:11])(=[O:38])[CH3:37]. The catalyst class is: 3. (8) Reactant: [S:1]1[CH:5]=[CH:4][CH:3]=[C:2]1[CH2:6][CH2:7][C:8](O)=[O:9].CO.CCOCC.C(OCC)(=O)C. Product: [S:1]1[CH:5]=[CH:4][CH:3]=[C:2]1[CH2:6][CH2:7][CH2:8][OH:9]. The catalyst class is: 1.